This data is from NCI-60 drug combinations with 297,098 pairs across 59 cell lines. The task is: Regression. Given two drug SMILES strings and cell line genomic features, predict the synergy score measuring deviation from expected non-interaction effect. Drug 1: CC(C1=C(C=CC(=C1Cl)F)Cl)OC2=C(N=CC(=C2)C3=CN(N=C3)C4CCNCC4)N. Drug 2: C1=CN(C=N1)CC(O)(P(=O)(O)O)P(=O)(O)O. Cell line: OVCAR-5. Synergy scores: CSS=7.18, Synergy_ZIP=-2.22, Synergy_Bliss=2.13, Synergy_Loewe=1.13, Synergy_HSA=1.24.